From a dataset of Full USPTO retrosynthesis dataset with 1.9M reactions from patents (1976-2016). Predict the reactants needed to synthesize the given product. (1) Given the product [CH2:7]([O:6][C:4](=[O:5])[C:3]1[CH:9]=[CH:10][CH:11]=[N:12][C:2]=1[NH:13][NH2:14])[CH3:8], predict the reactants needed to synthesize it. The reactants are: Cl[C:2]1[N:12]=[CH:11][CH:10]=[CH:9][C:3]=1[C:4]([O:6][CH2:7][CH3:8])=[O:5].[NH2:13][NH2:14]. (2) Given the product [CH2:4]([O:6][CH:7]([O:10][CH2:11][CH3:12])[C:8](=[NH:9])[O:2][CH3:1])[CH3:5], predict the reactants needed to synthesize it. The reactants are: [CH3:1][O-:2].[Na+].[CH2:4]([O:6][CH:7]([O:10][CH2:11][CH3:12])[C:8]#[N:9])[CH3:5]. (3) Given the product [C:23]1([C:29]#[C:30][C:20]2[S:21][C:8]3[CH:7]=[C:6]([C:4]([OH:3])=[O:5])[N:10]([CH2:11][C:12]4[CH:17]=[CH:16][CH:15]=[C:14]([C:30]#[C:29][C:23]5[CH:28]=[CH:27][CH:26]=[CH:25][CH:24]=5)[CH:13]=4)[C:9]=3[CH:19]=2)[CH:28]=[CH:27][CH:26]=[CH:25][CH:24]=1, predict the reactants needed to synthesize it. The reactants are: C([O:3][C:4]([C:6]1[N:10]([CH2:11][C:12]2[CH:17]=[CH:16][CH:15]=[C:14](Br)[CH:13]=2)[C:9]2[CH:19]=[C:20](Br)[S:21][C:8]=2[CH:7]=1)=[O:5])C.[C:23]1([C:29]#[C:30][Sn](C)(C)C)[CH:28]=[CH:27][CH:26]=[CH:25][CH:24]=1. (4) Given the product [C:1]([O:5][C:6]1[CH:7]=[CH:8][C:9]([CH:10]=[CH2:11])=[CH:12][CH:13]=1)([CH3:4])([CH3:2])[CH3:3].[CH2:14]=[CH:15][C:16]1[CH:21]=[CH:20][CH:19]=[CH:18][CH:17]=1, predict the reactants needed to synthesize it. The reactants are: [C:1]([O:5][C:6]1[CH:13]=[CH:12][C:9]([CH:10]=[CH2:11])=[CH:8][CH:7]=1)([CH3:4])([CH3:3])[CH3:2].[CH2:14]=[CH:15][C:16]1[CH:21]=[CH:20][CH:19]=[CH:18][CH:17]=1.N(C(C)(C)C#N)=NC(C)(C)C#N. (5) Given the product [CH2:16]([O:23][C:24]([NH:26][C@@H:27]1[CH2:32][CH2:31][N:30]([CH2:33][CH2:34][N:7]2[C:8]3[C:3](=[C:2]([F:1])[CH:11]=[C:10]([F:12])[CH:9]=3)[CH:4]=[CH:5][C:6]2=[O:13])[CH2:29][C@H:28]1[C:40]([O:42][CH3:43])=[O:41])=[O:25])[C:17]1[CH:18]=[CH:19][CH:20]=[CH:21][CH:22]=1, predict the reactants needed to synthesize it. The reactants are: [F:1][C:2]1[CH:11]=[C:10]([F:12])[CH:9]=[C:8]2[C:3]=1[CH:4]=[CH:5][C:6](=[O:13])[NH:7]2.[H-].[Na+].[CH2:16]([O:23][C:24]([NH:26][C@@H:27]1[CH2:32][CH2:31][N:30]([CH2:33][CH2:34]OS(C)(=O)=O)[CH2:29][C@H:28]1[C:40]([O:42][CH3:43])=[O:41])=[O:25])[C:17]1[CH:22]=[CH:21][CH:20]=[CH:19][CH:18]=1.C(OC(=O)NC1CCN(CCN2C3C(=CC=C(F)C=3F)C=CC2=O)CC1)(C)(C)C.